This data is from Full USPTO retrosynthesis dataset with 1.9M reactions from patents (1976-2016). The task is: Predict the reactants needed to synthesize the given product. (1) Given the product [OH:44][C:43]1[CH2:42][CH2:41][CH2:40][C:36](=[O:39])[C:37]=1[C:17]([C:9]1[C:8](=[O:27])[N:7]([C:1]2[CH:6]=[CH:5][CH:4]=[CH:3][CH:2]=2)[C:16]2[C:11]([CH:10]=1)=[CH:12][CH:13]=[CH:14][N:15]=2)=[O:18], predict the reactants needed to synthesize it. The reactants are: [C:1]1([N:7]2[C:16]3[C:11](=[CH:12][CH:13]=[CH:14][N:15]=3)[CH:10]=[C:9]([C:17](OC3CCCC(=O)C=3)=[O:18])[C:8]2=[O:27])[CH:6]=[CH:5][CH:4]=[CH:3][CH:2]=1.C(N(CC)CC)C.C[C:36]([CH3:40])([OH:39])[C:37]#N.[C:41](O)(=O)[CH2:42][C:43](CC(O)=O)(C(O)=O)[OH:44]. (2) Given the product [CH3:30][O:29][C:26]1[CH:27]=[CH:28][C:21]2[NH:20][C:19](=[O:31])[N:18]([CH:15]3[CH2:14][CH2:13][N:12]([C:8]4[CH:7]=[C:6]([O:5][C:4]5[CH:32]=[C:33]([CH3:36])[C:34]6[N:35]=[C:40]([CH2:39][C:38]([F:44])([F:43])[F:37])[NH:1][C:2]=6[CH:3]=5)[N:11]=[CH:10][N:9]=4)[CH2:17][CH2:16]3)[CH2:24][CH2:23][C:22]=2[CH:25]=1, predict the reactants needed to synthesize it. The reactants are: [NH2:1][C:2]1[CH:3]=[C:4]([CH:32]=[C:33]([CH3:36])[C:34]=1[NH2:35])[O:5][C:6]1[N:11]=[CH:10][N:9]=[C:8]([N:12]2[CH2:17][CH2:16][CH:15]([N:18]3[CH2:24][CH2:23][C:22]4[CH:25]=[C:26]([O:29][CH3:30])[CH:27]=[CH:28][C:21]=4[NH:20][C:19]3=[O:31])[CH2:14][CH2:13]2)[CH:7]=1.[F:37][C:38]([F:44])([F:43])[CH2:39][C:40](O)=O.CN(C(ON1N=NC2C=CC=CC1=2)=[N+](C)C)C.[B-](F)(F)(F)F.C(O)(=O)C. (3) The reactants are: C[O:2][C:3](=[O:34])[CH2:4][CH2:5][C:6]1[CH:11]=[CH:10][C:9]([O:12][CH2:13][CH2:14][C:15]2[N:16]=[C:17]([C:21]3[CH:26]=[CH:25][C:24]([C:27]4[CH:28]=[N:29][CH:30]=[CH:31][CH:32]=4)=[CH:23][CH:22]=3)[S:18][C:19]=2[CH3:20])=[CH:8][C:7]=1[CH3:33].[OH-:35].[Na+].Cl. Given the product [CH3:33][C:7]1[CH:8]=[C:9]([O:12][CH2:13][CH2:14][C:15]2[N:16]=[C:17]([C:21]3[CH:26]=[CH:25][C:24]([C:27]4[CH:28]=[N:29][CH:30]=[CH:31][CH:32]=4)=[CH:23][CH:22]=3)[S:18][C:19]=2[CH3:20])[CH:10]=[CH:11][C:6]=1[CH2:5][CH2:4][C:3]([OH:34])=[O:2].[C:9]([O:12][CH2:13][CH3:14])(=[O:35])[CH3:8], predict the reactants needed to synthesize it. (4) Given the product [C:15]([N:18]1[C:22]2[CH:23]=[CH:24][C:25]([Cl:27])=[CH:26][C:21]=2[S:20][CH:19]1[C:28]1[CH:33]=[C:32]([O:34][CH3:35])[CH:31]=[CH:30][C:29]=1[O:36][CH:68]([CH3:70])[CH2:67][CH2:66][O:65][S:62]([C:59]1[CH:58]=[CH:57][C:56]([CH3:71])=[CH:61][CH:60]=1)(=[O:63])=[O:64])(=[O:17])[CH3:16], predict the reactants needed to synthesize it. The reactants are: N(C(OC(C)C)=O)=NC(OC(C)C)=O.[C:15]([N:18]1[C:22]2[CH:23]=[CH:24][C:25]([Cl:27])=[CH:26][C:21]=2[S:20][CH:19]1[C:28]1[CH:33]=[C:32]([O:34][CH3:35])[CH:31]=[CH:30][C:29]=1[OH:36])(=[O:17])[CH3:16].C1(P(C2C=CC=CC=2)C2C=CC=CC=2)C=CC=CC=1.[C:56]1([CH3:71])[CH:61]=[CH:60][C:59]([S:62]([O:65][CH2:66][CH2:67][CH:68]([CH3:70])O)(=[O:64])=[O:63])=[CH:58][CH:57]=1. (5) Given the product [CH3:1][C:2]1[N:7]2[CH:8]=[CH:9][N:10]=[C:6]2[N:5]=[C:4]([C:11]2[CH:18]=[CH:17][C:14]([CH2:15][N:32]3[CH2:31][CH2:30][CH:29]([C:27]4[N:49]=[C:48]([C:43]5[CH:44]=[CH:45][CH:46]=[CH:47][N:42]=5)[NH:26][N:25]=4)[CH2:34][CH2:33]3)=[CH:13][CH:12]=2)[C:3]=1[C:19]1[CH:24]=[CH:23][CH:22]=[CH:21][CH:20]=1, predict the reactants needed to synthesize it. The reactants are: [CH3:1][C:2]1[N:7]2[CH:8]=[CH:9][N:10]=[C:6]2[N:5]=[C:4]([C:11]2[CH:18]=[CH:17][C:14]([CH:15]=O)=[CH:13][CH:12]=2)[C:3]=1[C:19]1[CH:24]=[CH:23][CH:22]=[CH:21][CH:20]=1.[NH:25]([C:27]([CH:29]1[CH2:34][CH2:33][N:32](C(OC(C)(C)C)=O)[CH2:31][CH2:30]1)=O)[NH2:26].[N:42]1[CH:47]=[CH:46][CH:45]=[CH:44][C:43]=1[C:48]#[N:49].[BH-](OC(C)=O)(OC(C)=O)OC(C)=O.[Na+]. (6) Given the product [CH3:10][C:11]1([CH3:36])[CH2:34][C:33](=[O:35])[C:14]2[C:15]([C:18]([NH:20][C:21]3[CH:26]=[CH:25][C:24]([N:27]4[CH2:28][CH2:29][N:30]([S:2]([CH3:1])(=[O:4])=[O:3])[CH2:31][CH2:32]4)=[CH:23][CH:22]=3)=[O:19])=[CH:16][O:17][C:13]=2[CH2:12]1, predict the reactants needed to synthesize it. The reactants are: [CH3:1][S:2](Cl)(=[O:4])=[O:3].C(Cl)(=O)C.[CH3:10][C:11]1([CH3:36])[CH2:34][C:33](=[O:35])[C:14]2[C:15]([C:18]([NH:20][C:21]3[CH:26]=[CH:25][C:24]([N:27]4[CH2:32][CH2:31][NH:30][CH2:29][CH2:28]4)=[CH:23][CH:22]=3)=[O:19])=[CH:16][O:17][C:13]=2[CH2:12]1.COC1C=C(N2CCNCC2)C=CC=1NC(C1C2C(=O)NCCC=2OC=1)=O. (7) Given the product [Br:9][C:5]1[CH:6]=[C:7]([NH2:8])[C:2]2[N:3]([CH:11]=[C:12]([CH3:13])[N:1]=2)[CH:4]=1, predict the reactants needed to synthesize it. The reactants are: [NH2:1][C:2]1[C:7]([NH2:8])=[CH:6][C:5]([Br:9])=[CH:4][N:3]=1.Cl[CH2:11][C:12](=O)[CH3:13].C(O)C.